This data is from Drug half-life prediction data from Obach et al.. The task is: Regression/Classification. Given a drug SMILES string, predict its absorption, distribution, metabolism, or excretion properties. Task type varies by dataset: regression for continuous measurements (e.g., permeability, clearance, half-life) or binary classification for categorical outcomes (e.g., BBB penetration, CYP inhibition). For this dataset (half_life_obach), we predict log10(half-life) (log10 of half-life in hours). (1) The compound is CC[C@H](C)C(=O)O[C@H]1C[C@@H](C)C=C2C=C[C@H](C)[C@H](CC[C@@H]3C[C@@H](O)CC(=O)O3)[C@H]21. The log10(half-life) is 0.150. (2) The molecule is CCCC(=O)Nc1ccc(OCC(O)CNC(C)C)c(C(C)=O)c1. The log10(half-life) is 0.540.